The task is: Predict which catalyst facilitates the given reaction.. This data is from Catalyst prediction with 721,799 reactions and 888 catalyst types from USPTO. (1) Reactant: [Cl:1][C:2]1[CH:3]=[C:4]([CH:10]([C:29]([F:32])([F:31])[F:30])/[CH:11]=[CH:12]/[C:13]2[CH:14]=[C:15]3[C:19](=[CH:20][CH:21]=2)[N:18](C(OC(C)(C)C)=O)[CH:17]=[CH:16]3)[CH:5]=[C:6]([Cl:9])[C:7]=1[F:8].C(O)(C(F)(F)F)=O. Product: [Cl:9][C:6]1[CH:5]=[C:4]([CH:10]([C:29]([F:30])([F:32])[F:31])/[CH:11]=[CH:12]/[C:13]2[CH:14]=[C:15]3[C:19](=[CH:20][CH:21]=2)[NH:18][CH:17]=[CH:16]3)[CH:3]=[C:2]([Cl:1])[C:7]=1[F:8]. The catalyst class is: 2. (2) Reactant: [H-].[Al+3].[Li+].[H-].[H-].[H-].CCOCC.[Cl-].[Cl-].[Cl-].[Al+3].[Cl:16][C:17]1[CH:18]=[C:19]([OH:28])[CH:20]=[CH:21][C:22]=1[CH:23]=[CH:24][N+:25]([O-])=O.Cl. Product: [NH2:25][CH2:24][CH2:23][C:22]1[CH:21]=[CH:20][C:19]([OH:28])=[CH:18][C:17]=1[Cl:16]. The catalyst class is: 20. (3) Reactant: [CH2:1]([C:3]1[CH:8]=[C:7]([CH3:9])[CH:6]=[C:5]([CH2:10][CH3:11])[C:4]=1[C:12](=[O:17])[C:13]([NH:15][NH2:16])=[O:14])[CH3:2]. Product: [CH2:1]([C:3]1[CH:8]=[C:7]([CH3:9])[CH:6]=[C:5]([CH2:10][CH3:11])[C:4]=1[C:12](=[O:17])[C:13]([NH:15][N:16]=[CH:1][CH:3]([CH3:8])[CH3:4])=[O:14])[CH3:2]. The catalyst class is: 5. (4) Reactant: [CH2:1]([O:8][C:9]1[C:14]([OH:15])=[CH:13][C:12]([C:16]2[CH:21]=[CH:20][CH:19]=[C:18]([N:22]3[C:26]([CH3:27])=[CH:25][CH:24]=[C:23]3[CH3:28])[N:17]=2)=[C:11]([O:29][CH3:30])[CH:10]=1)[C:2]1[CH:7]=[CH:6][CH:5]=[CH:4][CH:3]=1.[OH-].[K+].[CH2:33]1OCCOC2C(=CC=CC=2)OCCOCCOC2C(=CC=CC=2)OC1.CI. Product: [CH2:1]([O:8][C:9]1[C:14]([O:15][CH3:33])=[CH:13][C:12]([C:16]2[CH:21]=[CH:20][CH:19]=[C:18]([N:22]3[C:23]([CH3:28])=[CH:24][CH:25]=[C:26]3[CH3:27])[N:17]=2)=[C:11]([O:29][CH3:30])[CH:10]=1)[C:2]1[CH:7]=[CH:6][CH:5]=[CH:4][CH:3]=1. The catalyst class is: 10. (5) Reactant: FC(F)(F)[C:3]([N:5](C)[CH:6]1[CH2:11][CH2:10][CH:9]([NH:12][C:13]2[N:22]=[C:21]([C:23]3[CH:28]=[CH:27][C:26]([N:29]4[CH2:34][CH2:33][O:32][CH2:31][CH2:30]4)=[CH:25][CH:24]=3)[CH:20]=[C:19]3[C:14]=2[CH:15]=[CH:16][CH:17]=[N:18]3)[CH2:8][CH2:7]1)=O.[OH-].[Na+]. Product: [CH3:3][NH:5][CH:6]1[CH2:11][CH2:10][CH:9]([NH:12][C:13]2[N:22]=[C:21]([C:23]3[CH:28]=[CH:27][C:26]([N:29]4[CH2:34][CH2:33][O:32][CH2:31][CH2:30]4)=[CH:25][CH:24]=3)[CH:20]=[C:19]3[C:14]=2[CH:15]=[CH:16][CH:17]=[N:18]3)[CH2:8][CH2:7]1. The catalyst class is: 5. (6) Product: [Br:1][C:2]1[CH:7]=[C:6]2[C:5](=[CH:4][CH:3]=1)[O:11][C:15]1([CH2:16][CH:17]([CH3:19])[CH2:18][CH:13]([CH3:12])[CH2:14]1)[CH2:9][C:8]2=[O:10]. The catalyst class is: 5. Reactant: [Br:1][C:2]1[CH:3]=[CH:4][C:5]([OH:11])=[C:6]([C:8](=[O:10])[CH3:9])[CH:7]=1.[CH3:12][CH:13]1[CH2:18][CH:17]([CH3:19])[CH2:16][C:15](=O)[CH2:14]1.N1CCCC1. (7) Reactant: C([Sn](CCCC)(CCCC)[C:6]1[CH:11]=[CH:10][CH:9]=[CH:8][N:7]=1)CCC.Cl[C:21]1[C:30]2[C:25](=[CH:26][CH:27]=[C:28]([F:31])[CH:29]=2)[N:24]=[CH:23][C:22]=1[C:32](=[O:34])[CH3:33].O1CCOCC1. Product: [F:31][C:28]1[CH:29]=[C:30]2[C:25](=[CH:26][CH:27]=1)[N:24]=[CH:23][C:22]([C:32](=[O:34])[CH3:33])=[C:21]2[C:6]1[CH:11]=[CH:10][CH:9]=[CH:8][N:7]=1. The catalyst class is: 13. (8) Reactant: C(OC([CH2:8][NH:9][C:10]1[CH:11]=[C:12]([C:16]2[N:21]=[CH:20][C:19]([CH:22]=[CH:23][C:24]([O:26][CH2:27][CH3:28])=[O:25])=[CH:18][CH:17]=2)[CH:13]=[CH:14][CH:15]=1)=O)(C)(C)C.FC(F)(F)C(O)=O.C(=O)([O-])O.[Na+]. Product: [CH3:8][NH:9][C:10]1[CH:11]=[C:12]([C:16]2[N:21]=[CH:20][C:19]([CH2:22][CH2:23][C:24]([O:26][CH2:27][CH3:28])=[O:25])=[CH:18][CH:17]=2)[CH:13]=[CH:14][CH:15]=1. The catalyst class is: 886. (9) Reactant: [CH3:1][N:2]1[CH2:7][CH2:6][C:5]([CH2:15][NH2:16])([C:8]2[CH:13]=[CH:12][C:11]([F:14])=[CH:10][CH:9]=2)[CH2:4][CH2:3]1.[CH3:17][O:18][C:19]1[CH:20]=[C:21]([C:30](Cl)=[O:31])[C:22]2[C:27]([C:28]=1[CH3:29])=[CH:26][CH:25]=[CH:24][CH:23]=2. Product: [CH3:1][N:2]1[CH2:7][CH2:6][C:5]([C:8]2[CH:9]=[CH:10][C:11]([F:14])=[CH:12][CH:13]=2)([CH2:15][NH:16][C:30]([C:21]2[C:22]3[C:27](=[CH:26][CH:25]=[CH:24][CH:23]=3)[C:28]([CH3:29])=[C:19]([O:18][CH3:17])[CH:20]=2)=[O:31])[CH2:4][CH2:3]1. The catalyst class is: 28.